Dataset: Full USPTO retrosynthesis dataset with 1.9M reactions from patents (1976-2016). Task: Predict the reactants needed to synthesize the given product. (1) Given the product [F:5][C:6]1[CH:7]=[CH:8][C:9]([C:12]2[CH:13]=[CH:14][C:15]3[N:16]([C:18]([S:21][C:22]4[CH:28]=[CH:27][C:25]5[N:26]=[C:2]([NH2:3])[S:1][C:24]=5[CH:23]=4)=[CH:19][N:20]=3)[CH:17]=2)=[CH:10][CH:11]=1, predict the reactants needed to synthesize it. The reactants are: [S-:1][C:2]#[N:3].[K+].[F:5][C:6]1[CH:11]=[CH:10][C:9]([C:12]2[CH:13]=[CH:14][C:15]3[N:16]([C:18]([S:21][C:22]4[CH:28]=[CH:27][C:25]([NH2:26])=[CH:24][CH:23]=4)=[CH:19][N:20]=3)[CH:17]=2)=[CH:8][CH:7]=1.BrBr.[OH-].[Na+]. (2) Given the product [F:2][C:3]1([F:8])[CH2:7][CH2:6][N:5]([CH2:16][CH2:17][CH2:18][N:19]2[CH2:23][CH2:22][N:21]([CH2:24][CH2:25][CH2:26][N:27]3[CH2:31][CH2:30][CH2:29][CH:28]3[CH3:32])[C:20]2=[C:33]([C:36]#[N:37])[C:34]#[N:35])[CH2:4]1, predict the reactants needed to synthesize it. The reactants are: Cl.[F:2][C:3]1([F:8])[CH2:7][CH2:6][NH:5][CH2:4]1.[OH-].[Na+].CS(O[CH2:16][CH2:17][CH2:18][N:19]1[CH2:23][CH2:22][N:21]([CH2:24][CH2:25][CH2:26][N:27]2[CH2:31][CH2:30][CH2:29][CH:28]2[CH3:32])[C:20]1=[C:33]([C:36]#[N:37])[C:34]#[N:35])(=O)=O.C(=O)([O-])[O-].[K+].[K+]. (3) The reactants are: Br[C:2]1[CH:7]=[CH:6][C:5]([C:8]2[N:13]=[C:12]3[N:14]=[C:15]([O:25][C@H:26]4[C@H:30]5[O:31][CH2:32][C@@H:33]([OH:34])[C@H:29]5[O:28][CH2:27]4)[N:16]([CH2:17][O:18][CH2:19][CH2:20][Si:21]([CH3:24])([CH3:23])[CH3:22])[C:11]3=[CH:10][C:9]=2[Cl:35])=[CH:4][CH:3]=1.[S:36]1[CH2:41][CH:40]=[C:39](B2OC(C)(C)C(C)(C)O2)[CH2:38][CH2:37]1. Given the product [Cl:35][C:9]1[CH:10]=[C:11]2[N:16]([CH2:17][O:18][CH2:19][CH2:20][Si:21]([CH3:24])([CH3:23])[CH3:22])[C:15]([O:25][C@H:26]3[C@H:30]4[O:31][CH2:32][C@@H:33]([OH:34])[C@H:29]4[O:28][CH2:27]3)=[N:14][C:12]2=[N:13][C:8]=1[C:5]1[CH:6]=[CH:7][C:2]([C:39]2[CH2:40][CH2:41][S:36][CH2:37][CH:38]=2)=[CH:3][CH:4]=1, predict the reactants needed to synthesize it. (4) Given the product [F:1][C:2]1[CH:3]=[CH:4][C:5]([CH:8]([CH2:11][C:12]2[CH:17]=[C:16]([CH3:18])[CH:15]=[CH:14][C:13]=2[N+:19]([O-:21])=[O:20])[C:9]#[N:10])=[CH:6][CH:7]=1, predict the reactants needed to synthesize it. The reactants are: [F:1][C:2]1[CH:7]=[CH:6][C:5](/[C:8](=[CH:11]/[C:12]2[CH:17]=[C:16]([CH3:18])[CH:15]=[CH:14][C:13]=2[N+:19]([O-:21])=[O:20])/[C:9]#[N:10])=[CH:4][CH:3]=1.[BH4-].[Na+].